Dataset: Peptide-MHC class I binding affinity with 185,985 pairs from IEDB/IMGT. Task: Regression. Given a peptide amino acid sequence and an MHC pseudo amino acid sequence, predict their binding affinity value. This is MHC class I binding data. (1) The peptide sequence is ELQKFSFKI. The MHC is HLA-A02:01 with pseudo-sequence HLA-A02:01. The binding affinity (normalized) is 0.527. (2) The peptide sequence is DRGFAAPQFSL. The MHC is Mamu-B03 with pseudo-sequence Mamu-B03. The binding affinity (normalized) is 0. (3) The MHC is HLA-B57:01 with pseudo-sequence HLA-B57:01. The peptide sequence is HFKKRFSTL. The binding affinity (normalized) is 0.0847.